Predict hERG channel inhibition at various concentrations. From a dataset of hERG Central: cardiac toxicity at 1µM, 10µM, and general inhibition. The molecule is Cl.NS(=O)(=O)c1ccc(CCNCc2ccccc2OCc2ccc(F)cc2)cc1. Results: hERG_inhib (hERG inhibition (general)): blocker.